Dataset: Reaction yield outcomes from USPTO patents with 853,638 reactions. Task: Predict the reaction yield, written as a fraction of the theoretical maximum amount of product (1.0 means a 100% yield; for example, 0.34 means a 34% yield). (1) The reactants are [OH-].[K+].[Br:3][C:4]1[CH:9]=[CH:8][C:7]([OH:10])=[C:6]([N+:11]([O-])=O)[CH:5]=1.S(S([O-])=O)([O-])=O.[Na+].[Na+].C(OCC)(=O)C. The catalyst is O. The product is [NH2:11][C:6]1[CH:5]=[C:4]([Br:3])[CH:9]=[CH:8][C:7]=1[OH:10]. The yield is 0.560. (2) The reactants are [CH3:1][O:2][C:3]1[N:8]=[CH:7][C:6]([C:9]2[O:13][C:12]([CH3:14])=[C:11]([CH:15]([NH:20][C:21]3[CH:26]=[CH:25][C:24]([C:27]([N:29]([CH3:37])[CH2:30][CH2:31][C:32]([O:34]CC)=[O:33])=[O:28])=[CH:23][CH:22]=3)[CH2:16][CH:17]([CH3:19])[CH3:18])[CH:10]=2)=[CH:5][CH:4]=1. The catalyst is CC(O)C.CCCCCC. The product is [CH3:1][O:2][C:3]1[N:8]=[CH:7][C:6]([C:9]2[O:13][C:12]([CH3:14])=[C:11]([CH:15]([NH:20][C:21]3[CH:22]=[CH:23][C:24]([C:27]([N:29]([CH3:37])[CH2:30][CH2:31][C:32]([OH:34])=[O:33])=[O:28])=[CH:25][CH:26]=3)[CH2:16][CH:17]([CH3:19])[CH3:18])[CH:10]=2)=[CH:5][CH:4]=1. The yield is 0.940. (3) The reactants are [N:1]1([C:6]([O:8][CH2:9][C@@H:10]([N:18]([C:20]([O:22][C:23]([CH3:26])([CH3:25])[CH3:24])=[O:21])[CH3:19])[CH2:11][CH2:12][CH2:13][C:14]([O:16][CH3:17])=[O:15])=[O:7])[CH:5]=[CH:4][N:3]=[CH:2]1.F[P-](F)(F)(F)(F)F.C([O+](CC)CC)C.C1C2[C:45](=[CH:46][CH:47]=[CH:48]C=2)[CH:44]=[C:43](N)N=1. The catalyst is C(Cl)Cl. The product is [C:23]([O:22][C:20]([N:18]([CH3:19])[C@H:10]([CH2:9][O:8][C:6](=[O:7])[NH:1][C:2]1[N:3]=[CH:4][C:5]2[C:47]([CH:48]=1)=[CH:46][CH:45]=[CH:44][CH:43]=2)[CH2:11][CH2:12][CH2:13][C:14]([O:16][CH3:17])=[O:15])=[O:21])([CH3:24])([CH3:25])[CH3:26]. The yield is 0.580. (4) The reactants are [NH2:1][C:2]1[CH:10]=[C:9]2[C:5]([CH:6]=[CH:7][N:8]2[CH2:11][O:12][C:13]2[CH:14]=[C:15]([CH:18]=[CH:19][CH:20]=2)[C:16]#[N:17])=[CH:4][CH:3]=1.[C:21]([CH:24]=[C:25]=[O:26])(=[O:23])[CH3:22]. The catalyst is CCOC(C)=O. The product is [C:16]([C:15]1[CH:14]=[C:13]([CH:20]=[CH:19][CH:18]=1)[O:12][CH2:11][N:8]1[C:9]2[C:5](=[CH:4][CH:3]=[C:2]([NH:1][C:25](=[O:26])[CH2:24][C:21](=[O:23])[CH3:22])[CH:10]=2)[CH:6]=[CH:7]1)#[N:17]. The yield is 0.780. (5) The reactants are Br[C:2]1[CH:3]=[C:4]([S:8]([NH:11][C:12]2[CH:21]=[CH:20][C:15]([C:16]([O:18][CH3:19])=[O:17])=[C:14]([OH:22])[CH:13]=2)(=[O:10])=[O:9])[CH:5]=[CH:6][CH:7]=1.[NH2:23][C:24]([C:26]1[CH:31]=[CH:30][C:29](B(O)O)=[CH:28][CH:27]=1)=[O:25]. No catalyst specified. The product is [C:24]([C:26]1[CH:31]=[CH:30][C:29]([C:2]2[CH:7]=[CH:6][CH:5]=[C:4]([S:8]([NH:11][C:12]3[CH:21]=[CH:20][C:15]([C:16]([O:18][CH3:19])=[O:17])=[C:14]([OH:22])[CH:13]=3)(=[O:10])=[O:9])[CH:3]=2)=[CH:28][CH:27]=1)(=[O:25])[NH2:23]. The yield is 0.720.